Task: Predict the reaction yield, written as a fraction of the theoretical maximum amount of product (1.0 means a 100% yield; for example, 0.34 means a 34% yield).. Dataset: Reaction yield outcomes from USPTO patents with 853,638 reactions (1) The reactants are [CH3:1][C:2]1[N:12]([CH:13]([C:15]2[CH:20]=[CH:19][CH:18]=[CH:17][CH:16]=2)[CH3:14])[C:5]2[C:6](=[O:11])[N:7]([CH3:10])[CH:8]=[CH:9][C:4]=2[C:3]=1[C:21](O)=[O:22].N[CH2:25][C:26]1[CH:31]=[C:30]([CH3:32])[NH:29][C:28](=[O:33])[C:27]=1[CH3:34].C[N:36](C(ON1N=NC2C=CC=NC1=2)=[N+](C)C)C.F[P-](F)(F)(F)(F)F.C(N(CC)CC)C. The catalyst is CN(C)C=O. The product is [CH3:25][C:26]1[CH:31]=[C:30]([CH3:32])[NH:29][C:28](=[O:33])[C:27]=1[CH2:34][NH:36][C:21]([C:3]1[C:4]2[CH:9]=[CH:8][N:7]([CH3:10])[C:6](=[O:11])[C:5]=2[N:12]([CH:13]([C:15]2[CH:16]=[CH:17][CH:18]=[CH:19][CH:20]=2)[CH3:14])[C:2]=1[CH3:1])=[O:22]. The yield is 0.530. (2) The product is [CH3:23][O:24][CH2:25][CH2:26][NH:27][C:2]1[CH:9]=[C:8]([N:10]2[C:18]3[CH2:17][C:16]([CH3:20])([CH3:19])[CH2:15][C:14](=[O:21])[C:13]=3[C:12]([CH3:22])=[CH:11]2)[CH:7]=[CH:6][C:3]=1[C:4]([NH2:5])=[O:31]. The catalyst is C1(C)C=CC=CC=1.CS(C)=O.C(O)C.[OH-].[Na+].OO.O.C([O-])(=O)C.[Pd+2].C([O-])(=O)C.C1(P(C2C=CC=CC=2)[C-]2C=CC=C2)C=CC=CC=1.[C-]1(P(C2C=CC=CC=2)C2C=CC=CC=2)C=CC=C1.[Fe+2]. The reactants are Br[C:2]1[CH:9]=[C:8]([N:10]2[C:18]3[CH2:17][C:16]([CH3:20])([CH3:19])[CH2:15][C:14](=[O:21])[C:13]=3[C:12]([CH3:22])=[CH:11]2)[CH:7]=[CH:6][C:3]=1[C:4]#[N:5].[CH3:23][O:24][CH2:25][CH2:26][NH2:27].CC(C)([O-:31])C.[Na+]. The yield is 0.850.